The task is: Predict the reactants needed to synthesize the given product.. This data is from Retrosynthesis with 50K atom-mapped reactions and 10 reaction types from USPTO. (1) The reactants are: COC(=O)c1cccc(CN2c3ccc(C(O)(C(F)(F)F)C(F)(F)F)cc3CC2C)c1. Given the product CC1Cc2cc(C(O)(C(F)(F)F)C(F)(F)F)ccc2N1Cc1cccc(C(=O)O)c1, predict the reactants needed to synthesize it. (2) The reactants are: Cc1ncc(Br)c(C)c1Cl.O=C(OO)c1cccc(Cl)c1. Given the product Cc1c(Br)c[n+]([O-])c(C)c1Cl, predict the reactants needed to synthesize it. (3) Given the product O=Cc1ccc(F)cc1-c1ccco1, predict the reactants needed to synthesize it. The reactants are: O=Cc1ccc(F)cc1Br.OB(O)c1ccco1. (4) Given the product CC(C)(C)OC(=O)NCCNCCNC(c1ccccc1)(c1ccccc1)c1ccccc1, predict the reactants needed to synthesize it. The reactants are: BrCCNC(c1ccccc1)(c1ccccc1)c1ccccc1.CC(C)(C)OC(=O)NCCN. (5) Given the product C#Cc1cc(-c2csc(Cn3cc(C(=O)OCC)cn3)n2)cc(C(F)(F)F)c1, predict the reactants needed to synthesize it. The reactants are: CCOC(=O)c1cnn(Cc2nc(-c3cc(C#C[Si](C)(C)C)cc(C(F)(F)F)c3)cs2)c1.